This data is from Forward reaction prediction with 1.9M reactions from USPTO patents (1976-2016). The task is: Predict the product of the given reaction. (1) Given the reactants Br[CH2:2][C:3]([NH:5][C:6]1[CH:11]=[CH:10][C:9]([Cl:12])=[CH:8][C:7]=1[CH2:13][OH:14])=[O:4].CC(C)([O-])C.[K+], predict the reaction product. The product is: [Cl:12][C:9]1[CH:10]=[CH:11][C:6]2[NH:5][C:3](=[O:4])[CH2:2][O:14][CH2:13][C:7]=2[CH:8]=1. (2) The product is: [F:12][C:9]1[CH:10]=[C:11]2[C:6](=[CH:7][C:8]=1[O:13][CH2:14][CH2:15][N:16]1[CH2:21][CH2:20][O:19][CH2:18][CH2:17]1)[N:5]=[C:4](/[CH:22]=[CH:23]/[C:24]1[O:25][C:26]([N+:29]([O-:31])=[O:30])=[CH:27][CH:28]=1)[N:3]=[C:2]2[NH:32][C:33]1[CH:38]=[CH:37][C:36]([OH:39])=[CH:35][CH:34]=1. Given the reactants Cl[C:2]1[C:11]2[C:6](=[CH:7][C:8]([O:13][CH2:14][CH2:15][N:16]3[CH2:21][CH2:20][O:19][CH2:18][CH2:17]3)=[C:9]([F:12])[CH:10]=2)[N:5]=[C:4]([CH:22]=[CH:23][C:24]2[O:25][C:26]([N+:29]([O-:31])=[O:30])=[CH:27][CH:28]=2)[N:3]=1.[NH2:32][C:33]1[CH:38]=[CH:37][C:36]([OH:39])=[CH:35][CH:34]=1.O, predict the reaction product. (3) Given the reactants [F:1][C:2]1[C:7]([S:8]([CH3:11])(=[O:10])=[O:9])=[CH:6][CH:5]=[CH:4][C:3]=1[CH:12]1[CH2:17][CH2:16][NH:15][CH2:14][CH2:13]1.C(=O)([O-])[O-].[K+].[K+].I[CH2:25][CH2:26][CH3:27].O, predict the reaction product. The product is: [F:1][C:2]1[C:7]([S:8]([CH3:11])(=[O:10])=[O:9])=[CH:6][CH:5]=[CH:4][C:3]=1[CH:12]1[CH2:17][CH2:16][N:15]([CH2:25][CH2:26][CH3:27])[CH2:14][CH2:13]1. (4) Given the reactants CCCC[N+](CCCC)(CCCC)CCCC.[F-].[CH3:19][N:20]([CH3:52])[C:21]1[S:22][C@H:23]2[O:29][C@H:28]([CH:30]=[O:31])[C@@H:27]([O:32][CH2:33][C:34]3[CH:39]=[CH:38][C:37]([O:40][CH3:41])=[CH:36][CH:35]=3)[C@H:26]([O:42][CH2:43][C:44]3[CH:49]=[CH:48][C:47]([O:50][CH3:51])=[CH:46][CH:45]=3)[C@H:24]2[N:25]=1.[Si]([C:57]([F:60])([F:59])[F:58])(C)(C)C, predict the reaction product. The product is: [CH3:52][N:20]([CH3:19])[C:21]1[S:22][C@H:23]2[O:29][C@H:28]([CH:30]([OH:31])[C:57]([F:60])([F:59])[F:58])[C@@H:27]([O:32][CH2:33][C:34]3[CH:35]=[CH:36][C:37]([O:40][CH3:41])=[CH:38][CH:39]=3)[C@H:26]([O:42][CH2:43][C:44]3[CH:45]=[CH:46][C:47]([O:50][CH3:51])=[CH:48][CH:49]=3)[C@H:24]2[N:25]=1.